This data is from Forward reaction prediction with 1.9M reactions from USPTO patents (1976-2016). The task is: Predict the product of the given reaction. (1) Given the reactants [CH3:1][O:2][CH:3]1[CH2:8][CH2:7][N:6]([C:9]([N:11]2[CH2:17][C:16]3[CH:18]=[CH:19][C:20]([C:22](OC)=[O:23])=[CH:21][C:15]=3[O:14][CH2:13][C@@H:12]2[C:26]2[CH:31]=[CH:30][CH:29]=[CH:28][CH:27]=2)=[O:10])[CH2:5][CH2:4]1.[OH-:32].[Na+].[NH2:34]O, predict the reaction product. The product is: [OH:32][NH:34][C:22]([C:20]1[CH:19]=[CH:18][C:16]2[CH2:17][N:11]([C:9]([N:6]3[CH2:5][CH2:4][CH:3]([O:2][CH3:1])[CH2:8][CH2:7]3)=[O:10])[C@@H:12]([C:26]3[CH:31]=[CH:30][CH:29]=[CH:28][CH:27]=3)[CH2:13][O:14][C:15]=2[CH:21]=1)=[O:23]. (2) Given the reactants [CH3:1][O:2][C:3](=[O:19])[CH:4]([NH:11][C:12]([O:14][C:15]([CH3:18])([CH3:17])[CH3:16])=[O:13])[CH2:5][C:6](=[O:10])[CH:7]=[N+]=[N-].[CH:20]1C=CC=CC=1, predict the reaction product. The product is: [CH3:1][O:2][C:3]([CH:4]1[CH2:5][C:6](=[O:10])[CH2:7][CH2:20][N:11]1[C:12]([O:14][C:15]([CH3:18])([CH3:17])[CH3:16])=[O:13])=[O:19]. (3) Given the reactants [O:1]=[C:2]1[CH2:7][CH2:6][CH2:5][CH2:4][N:3]1[C:8]1[CH:13]=[CH:12][CH:11]=[CH:10][C:9]=1[CH2:14][CH2:15][N:16]1[CH2:20][CH2:19][CH:18]([CH2:21][C:22](O)=[O:23])[CH2:17]1.[NH:25]1[CH2:29][CH2:28][CH2:27][CH2:26]1.C1(N=C=NC2CCCCC2)CCCCC1.OC1C2N=NNC=2C=CC=1.C(N(C(C)C)CC)(C)C, predict the reaction product. The product is: [O:23]=[C:22]([N:25]1[CH2:29][CH2:28][CH2:27][CH2:26]1)[CH2:21][CH:18]1[CH2:19][CH2:20][N:16]([CH2:15][CH2:14][C:9]2[CH:10]=[CH:11][CH:12]=[CH:13][C:8]=2[N:3]2[CH2:4][CH2:5][CH2:6][CH2:7][C:2]2=[O:1])[CH2:17]1. (4) Given the reactants C[O:2][C:3](=[O:24])[C:4]1[C:5](=[C:10]([NH:14][C:15]2[CH:20]=[CH:19][C:18]3[O:21][CH2:22][O:23][C:17]=3[CH:16]=2)[CH:11]=[CH:12][CH:13]=1)[C:6]([O:8]C)=[O:7].[OH-].[Na+], predict the reaction product. The product is: [CH2:22]1[O:21][C:18]2[CH:19]=[CH:20][C:15]([NH:14][C:10]3[CH:11]=[CH:12][CH:13]=[C:4]([C:3]([OH:24])=[O:2])[C:5]=3[C:6]([OH:8])=[O:7])=[CH:16][C:17]=2[O:23]1. (5) The product is: [C:1]([O:5][C:6](=[O:25])[NH:7][CH2:8][C:9]1[CH:14]=[CH:13][C:12]([C:15]2[N:19]3[CH:20]=[CH:21][C:22]([C:30]4[CH:29]=[N:28][C:27]([F:26])=[CH:32][CH:31]=4)=[CH:23][C:18]3=[N:17][CH:16]=2)=[CH:11][CH:10]=1)([CH3:4])([CH3:3])[CH3:2]. Given the reactants [C:1]([O:5][C:6](=[O:25])[NH:7][CH2:8][C:9]1[CH:14]=[CH:13][C:12]([C:15]2[N:19]3[CH:20]=[CH:21][C:22](Cl)=[CH:23][C:18]3=[N:17][CH:16]=2)=[CH:11][CH:10]=1)([CH3:4])([CH3:3])[CH3:2].[F:26][C:27]1[CH:32]=[CH:31][C:30](B(O)O)=[CH:29][N:28]=1.[O-]P([O-])([O-])=O.[K+].[K+].[K+].COC1C=CC=C(OC)C=1C1C=CC=CC=1P(C1CCCCC1)C1CCCCC1, predict the reaction product. (6) Given the reactants [Si:1]([O:8][CH2:9][C:10]1[NH:11][C:12]2[C:17]([CH:18]=1)=[CH:16][C:15]([Cl:19])=[CH:14][C:13]=2[F:20])([C:4]([CH3:7])([CH3:6])[CH3:5])([CH3:3])[CH3:2].[H-].[Na+].[S:23]1(=[O:29])(=[O:28])[CH2:27][CH:26]=[CH:25][CH2:24]1, predict the reaction product. The product is: [Si:1]([O:8][CH2:9][C:10]1[N:11]([CH:25]2[CH2:26][CH2:27][S:23](=[O:29])(=[O:28])[CH2:24]2)[C:12]2[C:17]([CH:18]=1)=[CH:16][C:15]([Cl:19])=[CH:14][C:13]=2[F:20])([C:4]([CH3:7])([CH3:6])[CH3:5])([CH3:3])[CH3:2].